This data is from Reaction yield outcomes from USPTO patents with 853,638 reactions. The task is: Predict the reaction yield, written as a fraction of the theoretical maximum amount of product (1.0 means a 100% yield; for example, 0.34 means a 34% yield). (1) The catalyst is O1CCOCC1. The product is [Cl:13][C:14]1[CH:19]=[C:18]([NH:1][C:2]2[C:11]([F:12])=[CH:10][CH:9]=[CH:8][C:3]=2[C:4]([NH:6][CH3:7])=[O:5])[C:17]([Cl:21])=[CH:16][N:15]=1. The yield is 0.330. The reactants are [NH2:1][C:2]1[C:11]([F:12])=[CH:10][CH:9]=[CH:8][C:3]=1[C:4]([NH:6][CH3:7])=[O:5].[Cl:13][C:14]1[CH:19]=[C:18](I)[C:17]([Cl:21])=[CH:16][N:15]=1.[O-]P([O-])([O-])=O.[K+].[K+].[K+]. (2) The reactants are [F:1][C:2]1[CH:9]=[CH:8][C:5]([CH:6]=O)=[CH:4][CH:3]=1.[CH3:10][C:11]([CH3:13])=[O:12].[OH-].[Na+].O. The catalyst is C(O)C. The product is [F:1][C:2]1[CH:9]=[CH:8][C:5]([CH:6]=[CH:10][C:11](=[O:12])[CH:13]=[CH:6][C:5]2[CH:8]=[CH:9][C:2]([F:1])=[CH:3][CH:4]=2)=[CH:4][CH:3]=1. The yield is 0.860. (3) The reactants are [CH3:1][O:2][C:3](=[O:39])[NH:4][CH:5]([C:9]([N:11]1[CH:18]([C:19]2[NH:20][C:21]([C:24]3[CH:29]=[CH:28][C:27](B4OC(C)(C)C(C)(C)O4)=[CH:26][CH:25]=3)=[CH:22][N:23]=2)[CH2:17][C:13]2([CH2:16][CH2:15][CH2:14]2)[O:12]1)=[O:10])[CH:6]([CH3:8])[CH3:7].[CH3:40][O:41][C:42](=[O:70])[NH:43][CH:44]([C:48]([N:50]1[CH:57]([C:58]2[NH:59][C:60]([C:63]3[CH:68]=[CH:67][C:66](Br)=[CH:65][CH:64]=3)=[CH:61][N:62]=2)[CH2:56][C:52]2([CH2:55][CH2:54][CH2:53]2)[O:51]1)=[O:49])[CH:45]([CH3:47])[CH3:46].C(=O)([O-])[O-].[K+].[K+]. The catalyst is COCCOC.C1C=CC([P]([Pd]([P](C2C=CC=CC=2)(C2C=CC=CC=2)C2C=CC=CC=2)([P](C2C=CC=CC=2)(C2C=CC=CC=2)C2C=CC=CC=2)[P](C2C=CC=CC=2)(C2C=CC=CC=2)C2C=CC=CC=2)(C2C=CC=CC=2)C2C=CC=CC=2)=CC=1. The product is [CH3:40][O:41][C:42](=[O:70])[NH:43][CH:44]([C:48]([N:50]1[CH:57]([C:58]2[NH:59][C:60]([C:63]3[CH:68]=[CH:67][C:66]([C:27]4[CH:26]=[CH:25][C:24]([C:21]5[NH:20][C:19]([CH:18]6[CH2:17][C:13]7([CH2:14][CH2:15][CH2:16]7)[O:12][N:11]6[C:9](=[O:10])[CH:5]([NH:4][C:3]([O:2][CH3:1])=[O:39])[CH:6]([CH3:7])[CH3:8])=[N:23][CH:22]=5)=[CH:29][CH:28]=4)=[CH:65][CH:64]=3)=[CH:61][N:62]=2)[CH2:56][C:52]2([CH2:55][CH2:54][CH2:53]2)[O:51]1)=[O:49])[CH:45]([CH3:47])[CH3:46]. The yield is 0.260. (4) The catalyst is C(#N)C. The reactants are CS(O[CH2:6][C@@H:7]1[O:11][C:10](=[O:12])[N:9]([C:13]2[CH:22]=[C:21]3[C:16]([CH:17]=[C:18]([C:24]4[CH:29]=[CH:28][CH:27]=[CH:26][C:25]=4[C:30]([F:33])([F:32])[F:31])[NH:19][C:20]3=[O:23])=[CH:15][CH:14]=2)[CH2:8]1)(=O)=O.[NH:34]1[CH2:39][CH2:38][CH2:37][CH2:36][CH2:35]1. The product is [O:12]=[C:10]1[N:9]([C:13]2[CH:22]=[C:21]3[C:16]([CH:17]=[C:18]([C:24]4[CH:29]=[CH:28][CH:27]=[CH:26][C:25]=4[C:30]([F:31])([F:33])[F:32])[NH:19][C:20]3=[O:23])=[CH:15][CH:14]=2)[CH2:8][C@H:7]([CH2:6][N:34]2[CH2:39][CH2:38][CH2:37][CH2:36][CH2:35]2)[O:11]1. The yield is 0.730. (5) The catalyst is O.C(OCC)(=O)C. The yield is 0.140. The product is [CH2:13]([C:17]1[N:18]=[C:19]([CH3:43])[N:20]([CH2:39][CH:40]2[CH2:41][CH2:42]2)[C:21](=[O:38])[C:22]=1[CH2:23][C:24]1[CH:29]=[CH:28][C:27]([C:30]2[CH:35]=[CH:34][CH:33]=[CH:32][C:31]=2[C:36]2[NH:3][C:4](=[O:7])[O:5][N:37]=2)=[CH:26][CH:25]=1)[CH2:14][CH2:15][CH3:16]. The reactants are [Cl-].O[NH3+:3].[C:4](=[O:7])([O-])[OH:5].[Na+].CS(C)=O.[CH2:13]([C:17]1[N:18]=[C:19]([CH3:43])[N:20]([CH2:39][CH:40]2[CH2:42][CH2:41]2)[C:21](=[O:38])[C:22]=1[CH2:23][C:24]1[CH:29]=[CH:28][C:27]([C:30]2[C:31]([C:36]#[N:37])=[CH:32][CH:33]=[CH:34][CH:35]=2)=[CH:26][CH:25]=1)[CH2:14][CH2:15][CH3:16]. (6) The reactants are [CH2:1]([C:7]1[C:8]2[S:19][CH:18]=[CH:17][C:9]=2[S:10][C:11]=1[C:12]([O:14]CC)=[O:13])[CH2:2][CH2:3][CH2:4][CH2:5][CH3:6].[Li+].[OH-].C1COCC1.Cl. The catalyst is [I-].C([N+](CCCC)(CCCC)CCCC)CCC.CO. The product is [CH2:1]([C:7]1[C:8]2[S:19][CH:18]=[CH:17][C:9]=2[S:10][C:11]=1[C:12]([OH:14])=[O:13])[CH2:2][CH2:3][CH2:4][CH2:5][CH3:6]. The yield is 0.967. (7) The reactants are [Br:1][C:2]1[CH:3]=[C:4]2[C:10]([C:11]([N:13]([O:15][CH3:16])[CH3:14])=[O:12])=[N:9][NH:8][C:5]2=[N:6][CH:7]=1.[O:17]1[CH:22]=[CH:21][CH2:20][CH2:19][CH2:18]1.CC1C=CC(S([O-])(=O)=O)=CC=1.C1C=C[NH+]=CC=1. The catalyst is C(Cl)Cl. The product is [Br:1][C:2]1[CH:3]=[C:4]2[C:10]([C:11]([N:13]([O:15][CH3:16])[CH3:14])=[O:12])=[N:9][N:8]([CH:18]3[CH2:19][CH2:20][CH2:21][CH2:22][O:17]3)[C:5]2=[N:6][CH:7]=1. The yield is 0.930.